This data is from Reaction yield outcomes from USPTO patents with 853,638 reactions. The task is: Predict the reaction yield, written as a fraction of the theoretical maximum amount of product (1.0 means a 100% yield; for example, 0.34 means a 34% yield). (1) The reactants are [Br:1][C:2]1[CH:3]=[C:4]2[C:10]([CH:11]([O:14]C)OC)=[N:9][NH:8][C:5]2=[CH:6][N:7]=1.[O:16]1[CH:21]=[CH:20][CH2:19][CH2:18][CH2:17]1.CC1C=CC(S(O)(=O)=O)=CC=1. The catalyst is C1(C)C=CC=CC=1. The product is [Br:1][C:2]1[CH:3]=[C:4]2[C:10]([CH:11]=[O:14])=[N:9][N:8]([CH:17]3[CH2:18][CH2:19][CH2:20][CH2:21][O:16]3)[C:5]2=[CH:6][N:7]=1. The yield is 0.439. (2) The reactants are [F:1][C:2]([F:18])([F:17])[C:3]1([C:6]2[CH:7]=[C:8]([CH:14]=[CH:15][CH:16]=2)[C:9]([O:11]CC)=[O:10])[N:5]=[N:4]1.C1COCC1.[OH-].[Li+].Cl. The catalyst is O. The product is [F:18][C:2]([F:1])([F:17])[C:3]1([C:6]2[CH:7]=[C:8]([CH:14]=[CH:15][CH:16]=2)[C:9]([OH:11])=[O:10])[N:4]=[N:5]1. The yield is 0.750. (3) The reactants are [OH:1][NH:2][C:3]([C:5]1[C:14]2[C:9](=[CH:10][CH:11]=[CH:12][CH:13]=2)[CH:8]=[CH:7][N:6]=1)=[NH:4].[OH:15][C:16]1[CH:24]=[CH:23][C:22]([OH:25])=[CH:21][C:17]=1[C:18](O)=O. No catalyst specified. The product is [C:5]1([C:3]2[N:4]=[C:18]([C:17]3[CH:21]=[C:22]([OH:25])[CH:23]=[CH:24][C:16]=3[OH:15])[O:1][N:2]=2)[C:14]2[C:9](=[CH:10][CH:11]=[CH:12][CH:13]=2)[CH:8]=[CH:7][N:6]=1. The yield is 0.220. (4) The reactants are [NH:1]1[C:9]2[C:4](=[CH:5][CH:6]=[CH:7][CH:8]=2)[CH:3]=[C:2]1[C:10]1[C:11]([O:20][CH3:21])=[CH:12][C:13]([O:18][CH3:19])=[C:14]([CH:17]=1)[CH:15]=O.[C:22]([C:25]1[CH:30]=[CH:29][C:28]([S:31]([N:34]([CH3:36])[CH3:35])(=[O:33])=[O:32])=[CH:27][CH:26]=1)(=[O:24])[CH3:23]. The catalyst is CCCCCC.CCOC(C)=O. The product is [NH:1]1[C:9]2[C:4](=[CH:5][CH:6]=[CH:7][CH:8]=2)[CH:3]=[C:2]1[C:10]1[C:11]([O:20][CH3:21])=[CH:12][C:13]([O:18][CH3:19])=[C:14](/[CH:15]=[CH:23]/[C:22]([C:25]2[CH:26]=[CH:27][C:28]([S:31]([N:34]([CH3:35])[CH3:36])(=[O:33])=[O:32])=[CH:29][CH:30]=2)=[O:24])[CH:17]=1. The yield is 0.120. (5) The reactants are [OH:1][C:2]1[CH:17]=[CH:16][C:5]([O:6][CH2:7][CH2:8][N:9]2[CH2:14][CH2:13][CH:12]([OH:15])[CH2:11][CH2:10]2)=[CH:4][CH:3]=1.C([O-])([O-])=O.[Cs+].[Cs+].Cl[C:25]1[S:26][C:27]2[CH:33]=[CH:32][CH:31]=[CH:30][C:28]=2[N:29]=1. The catalyst is CN(C=O)C. The product is [S:26]1[C:27]2[CH:33]=[CH:32][CH:31]=[CH:30][C:28]=2[N:29]=[C:25]1[O:1][C:2]1[CH:3]=[CH:4][C:5]([O:6][CH2:7][CH2:8][N:9]2[CH2:14][CH2:13][CH:12]([OH:15])[CH2:11][CH2:10]2)=[CH:16][CH:17]=1. The yield is 0.690. (6) The reactants are [CH3:1][C:2]1[C:11]2[C:6](=[CH:7][CH:8]=[CH:9][CH:10]=2)[CH:5]=[C:4]([CH2:12][NH2:13])[N:3]=1.[C:14](O[C:14]([O:16][C:17]([CH3:20])([CH3:19])[CH3:18])=[O:15])([O:16][C:17]([CH3:20])([CH3:19])[CH3:18])=[O:15].[H-].[Na+].I[CH3:32]. The catalyst is CO.CCN(C(C)C)C(C)C. The product is [CH3:32][N:13]([CH2:12][C:4]1[N:3]=[C:2]([CH3:1])[C:11]2[C:6]([CH:5]=1)=[CH:7][CH:8]=[CH:9][CH:10]=2)[C:14](=[O:15])[O:16][C:17]([CH3:20])([CH3:19])[CH3:18]. The yield is 0.820. (7) The reactants are Cl.[CH2:2]([O:9][C:10]([CH:12]1[CH2:17][CH2:16][NH:15][CH2:14][CH2:13]1)=[O:11])[C:3]1[CH:8]=[CH:7][CH:6]=[CH:5][CH:4]=1.C(N(CC)CC)C.[CH3:25][S:26](Cl)(=[O:28])=[O:27]. The catalyst is CN(C=O)C.O. The product is [CH2:2]([O:9][C:10]([CH:12]1[CH2:17][CH2:16][N:15]([S:26]([CH3:25])(=[O:28])=[O:27])[CH2:14][CH2:13]1)=[O:11])[C:3]1[CH:4]=[CH:5][CH:6]=[CH:7][CH:8]=1. The yield is 0.780.